This data is from CYP3A4 inhibition data for predicting drug metabolism from PubChem BioAssay. The task is: Regression/Classification. Given a drug SMILES string, predict its absorption, distribution, metabolism, or excretion properties. Task type varies by dataset: regression for continuous measurements (e.g., permeability, clearance, half-life) or binary classification for categorical outcomes (e.g., BBB penetration, CYP inhibition). Dataset: cyp3a4_veith. (1) The compound is N#C/C(=C\c1ccc(Cl)cc1)c1nc2ncccc2[nH]1. The result is 0 (non-inhibitor). (2) The molecule is CC(=O)NCCNc1ncnc2ccc(-c3ccoc3)cc12. The result is 0 (non-inhibitor). (3) The molecule is O=C(O)CN1CCN(Cc2ccccc2)C1=O. The result is 0 (non-inhibitor). (4) The compound is CC(=O)OC[C@H]1O[C@@H](O/N=C\[C@@H](C)[C@H](OCc2ccccc2)C(C)C)[C@H](OC(C)=O)[C@@H](OC(C)=O)[C@H]1OC(C)=O. The result is 0 (non-inhibitor). (5) The compound is COc1ccccc1CNc1ncncc1-c1ccc(C(=O)N(C)C)cc1. The result is 1 (inhibitor). (6) The drug is COc1cc(CNCc2ccccn2)ccc1OCc1ccc(Cl)cc1Cl.Cl. The result is 1 (inhibitor).